This data is from Forward reaction prediction with 1.9M reactions from USPTO patents (1976-2016). The task is: Predict the product of the given reaction. (1) The product is: [NH2:1][C:2]1[N:10]=[C:9]2[C:5]([NH:6][CH:7]=[N:8]2)=[C:4]([I:12])[N:3]=1. Given the reactants [NH2:1][C:2]1[N:10]=[C:9]2[C:5]([NH:6][CH:7]=[N:8]2)=[C:4](Cl)[N:3]=1.[IH:12].C(O)(=O)C, predict the reaction product. (2) Given the reactants COC1C=CC(C[NH:8][C:9]2[C:14]3[C:15]4[CH:21]=[CH:20][C:19]([C:22]5[CH:27]=[CH:26][C:25]([C:28]([F:31])([F:30])[F:29])=[CH:24][CH:23]=5)=[CH:18][C:16]=4[S:17][C:13]=3[C:12]([C:32]#[N:33])=[CH:11][N:10]=2)=CC=1.[OH:36]S(O)(=O)=O.C([O-])(O)=O.[Na+].[Na+].[Cl-], predict the reaction product. The product is: [NH2:8][C:9]1[C:14]2[C:15]3[CH:21]=[CH:20][C:19]([C:22]4[CH:27]=[CH:26][C:25]([C:28]([F:29])([F:31])[F:30])=[CH:24][CH:23]=4)=[CH:18][C:16]=3[S:17][C:13]=2[C:12]([C:32]([NH2:33])=[O:36])=[CH:11][N:10]=1. (3) Given the reactants [C:1]([C:4]1[CH:5]=[N:6][C:7]2[C:12]([C:13]=1[NH:14][C:15]1[CH:16]=[CH:17][C:18]([N:21]3[CH2:26][CH2:25][CH2:24][CH:23]([NH:27]C(=O)OC(C)(C)C)[CH2:22]3)=[N:19][CH:20]=1)=[N:11][C:10]([C:35]1[CH:40]=[C:39]([Cl:41])[C:38]([OH:42])=[C:37]([Cl:43])[CH:36]=1)=[CH:9][CH:8]=2)(=[O:3])[CH3:2].C(O)(C(F)(F)F)=O, predict the reaction product. The product is: [ClH:41].[ClH:41].[ClH:41].[NH2:27][CH:23]1[CH2:24][CH2:25][CH2:26][N:21]([C:18]2[N:19]=[CH:20][C:15]([NH:14][C:13]3[C:12]4[C:7](=[CH:8][CH:9]=[C:10]([C:35]5[CH:36]=[C:37]([Cl:43])[C:38]([OH:42])=[C:39]([Cl:41])[CH:40]=5)[N:11]=4)[N:6]=[CH:5][C:4]=3[C:1](=[O:3])[CH3:2])=[CH:16][CH:17]=2)[CH2:22]1. (4) The product is: [Cl:15][C:5]1[N:6]=[CH:7][CH:8]=[C:9]2[C:4]=1[N:3]=[C:2]([CH3:1])[CH:11]=[CH:10]2. Given the reactants [CH3:1][C:2]1[CH:11]=[CH:10][C:9]2[CH:8]=[CH:7][NH:6][C:5](=O)[C:4]=2[N:3]=1.P(Cl)(Cl)([Cl:15])=O, predict the reaction product. (5) Given the reactants [OH:1][C:2]1[C:7]2[C:8](=[O:14])[O:9][C:10]([CH3:13])([CH3:12])[O:11][C:6]=2[CH:5]=[CH:4][CH:3]=1.[CH:15]1(O)[CH2:20][CH2:19][CH2:18][CH2:17][CH2:16]1.C1(P(C2C=CC=CC=2)C2C=CC=CC=2)C=CC=CC=1.N(C(OC(C)C)=O)=NC(OC(C)C)=O, predict the reaction product. The product is: [CH:15]1([O:1][C:2]2[C:7]3[C:8](=[O:14])[O:9][C:10]([CH3:12])([CH3:13])[O:11][C:6]=3[CH:5]=[CH:4][CH:3]=2)[CH2:20][CH2:19][CH2:18][CH2:17][CH2:16]1. (6) Given the reactants [Cl:1][C:2]1[CH:3]=[C:4]([C:10]2[CH:11]=[C:12]3[C:17](=[CH:18][CH:19]=2)[N:16]=[CH:15][C:14]([C:20](=[O:24])[CH2:21][CH2:22][CH3:23])=[C:13]3[NH:25][C:26]2[CH:31]=[CH:30][C:29]([CH2:32][N:33]([CH3:35])[CH3:34])=[CH:28][CH:27]=2)[CH:5]=[C:6]([Cl:9])[C:7]=1[OH:8].[ClH:36].CCOCC, predict the reaction product. The product is: [ClH:1].[ClH:36].[Cl:1][C:2]1[CH:3]=[C:4]([C:10]2[CH:11]=[C:12]3[C:17](=[CH:18][CH:19]=2)[N:16]=[CH:15][C:14]([C:20](=[O:24])[CH2:21][CH2:22][CH3:23])=[C:13]3[NH:25][C:26]2[CH:27]=[CH:28][C:29]([CH2:32][N:33]([CH3:35])[CH3:34])=[CH:30][CH:31]=2)[CH:5]=[C:6]([Cl:9])[C:7]=1[OH:8]. (7) Given the reactants [F:1][C:2]1[CH:16]=[CH:15][CH:14]=[C:13]([F:17])[C:3]=1[CH2:4][O:5][C:6]1[C:7]([NH2:12])=[N:8][CH:9]=[CH:10][CH:11]=1.Cl[CH:19]([C:25]([CH:27]1[CH2:29][CH2:28]1)=O)[C:20]([O:22][CH2:23][CH3:24])=[O:21].CS(C)=O.O, predict the reaction product. The product is: [CH:27]1([C:25]2[N:12]=[C:7]3[C:6]([O:5][CH2:4][C:3]4[C:13]([F:17])=[CH:14][CH:15]=[CH:16][C:2]=4[F:1])=[CH:11][CH:10]=[CH:9][N:8]3[C:19]=2[C:20]([O:22][CH2:23][CH3:24])=[O:21])[CH2:29][CH2:28]1.